Dataset: Peptide-MHC class I binding affinity with 185,985 pairs from IEDB/IMGT. Task: Regression. Given a peptide amino acid sequence and an MHC pseudo amino acid sequence, predict their binding affinity value. This is MHC class I binding data. (1) The peptide sequence is FHERGYVKL. The MHC is HLA-B18:01 with pseudo-sequence HLA-B18:01. The binding affinity (normalized) is 0.0847. (2) The peptide sequence is QENEIYTYF. The MHC is HLA-A11:01 with pseudo-sequence HLA-A11:01. The binding affinity (normalized) is 0.0847. (3) The peptide sequence is AALDLSHFL. The MHC is HLA-A24:02 with pseudo-sequence HLA-A24:02. The binding affinity (normalized) is 0. (4) The peptide sequence is EPFSRRHPL. The binding affinity (normalized) is 0.623. The MHC is HLA-B08:01 with pseudo-sequence HLA-B08:01.